Dataset: Forward reaction prediction with 1.9M reactions from USPTO patents (1976-2016). Task: Predict the product of the given reaction. Given the reactants [OH:1][C:2]1[C:3]([C:19]([O:21]CC)=[O:20])=[C:4]([CH2:15][CH:16]([CH3:18])[CH3:17])[NH:5][C:6](=[O:14])[C:7]=1[C:8]1[CH:13]=[CH:12][CH:11]=[CH:10][CH:9]=1.Cl, predict the reaction product. The product is: [OH:1][C:2]1[C:3]([C:19]([OH:21])=[O:20])=[C:4]([CH2:15][CH:16]([CH3:18])[CH3:17])[NH:5][C:6](=[O:14])[C:7]=1[C:8]1[CH:13]=[CH:12][CH:11]=[CH:10][CH:9]=1.